Dataset: Forward reaction prediction with 1.9M reactions from USPTO patents (1976-2016). Task: Predict the product of the given reaction. (1) Given the reactants [F:1][CH:2]([F:16])[C:3]1[N:8]2[N:9]=[C:10]([C:12]([OH:14])=O)[N:11]=[C:7]2[N:6]=[C:5]([CH3:15])[CH:4]=1.[NH2:17][C:18]1[CH:19]=[C:20]([C:24]([C:26]2[C:34]3[CH:33]=[N:32][CH:31]=[N:30][C:29]=3[N:28]([CH:35]([CH3:37])[CH3:36])[CH:27]=2)=[O:25])[CH:21]=[N:22][CH:23]=1.CN(C(ON1N=NC2C=CC=NC1=2)=[N+](C)C)C.F[P-](F)(F)(F)(F)F.CCN(C(C)C)C(C)C, predict the reaction product. The product is: [CH:35]([N:28]1[C:29]2[N:30]=[CH:31][N:32]=[CH:33][C:34]=2[C:26]([C:24]([C:20]2[CH:19]=[C:18]([NH:17][C:12]([C:10]3[N:11]=[C:7]4[N:6]=[C:5]([CH3:15])[CH:4]=[C:3]([CH:2]([F:1])[F:16])[N:8]4[N:9]=3)=[O:14])[CH:23]=[N:22][CH:21]=2)=[O:25])=[CH:27]1)([CH3:37])[CH3:36]. (2) Given the reactants CC1(C)C2C=CC=C(P(C3C=CC=CC=3)C3C=CC=CC=3)C=2OC2C1=CC=CC=2P(C1C=CC=CC=1)C1C=CC=CC=1.Br[C:44]1[O:48][C:47]([C:49]2[C:54]([F:55])=[CH:53][CH:52]=[CH:51][C:50]=2[F:56])=[N:46][C:45]=1[C:57]#[N:58].[NH2:59][C:60]1[CH:68]=[CH:67][C:63]([C:64]([OH:66])=[O:65])=[CH:62][CH:61]=1.C(=O)([O-])[O-].[Cs+].[Cs+], predict the reaction product. The product is: [C:57]([C:45]1[N:46]=[C:47]([C:49]2[C:54]([F:55])=[CH:53][CH:52]=[CH:51][C:50]=2[F:56])[O:48][C:44]=1[NH:59][C:60]1[CH:68]=[CH:67][C:63]([C:64]([OH:66])=[O:65])=[CH:62][CH:61]=1)#[N:58].